This data is from Catalyst prediction with 721,799 reactions and 888 catalyst types from USPTO. The task is: Predict which catalyst facilitates the given reaction. (1) Reactant: [Cl:1][C:2]1[CH:13]=[CH:12][C:5]([CH2:6][C:7]2[CH2:11][CH2:10][CH2:9][N:8]=2)=[CH:4][CH:3]=1.[CH2:14](Br)[C:15]([C:17]1[CH:22]=[CH:21][CH:20]=[CH:19][CH:18]=1)=O.C([O-])(O)=O.[Na+]. Product: [Cl:1][C:2]1[CH:13]=[CH:12][C:5]([C:6]2[C:15]([C:17]3[CH:22]=[CH:21][CH:20]=[CH:19][CH:18]=3)=[CH:14][N:8]3[C:7]=2[CH2:11][CH2:10][CH2:9]3)=[CH:4][CH:3]=1. The catalyst class is: 5. (2) Reactant: Cl[C:2]1[CH:10]=[CH:9][C:8]([S:11]([CH3:14])(=[O:13])=[O:12])=[CH:7][C:3]=1[C:4]([OH:6])=[O:5].[CH:15]([OH:18])([CH3:17])[CH3:16]. Product: [CH:15]([O:18][C:2]1[CH:10]=[CH:9][C:8]([S:11]([CH3:14])(=[O:13])=[O:12])=[CH:7][C:3]=1[C:4]([OH:6])=[O:5])([CH3:17])[CH3:16]. The catalyst class is: 66. (3) Reactant: [Cl:1][C:2]1[CH:3]=[C:4]([N+:11]([O-])=O)[C:5]2[O:9][CH2:8][CH2:7][C:6]=2[CH:10]=1.[Cl-].[NH4+]. Product: [Cl:1][C:2]1[CH:3]=[C:4]([NH2:11])[C:5]2[O:9][CH2:8][CH2:7][C:6]=2[CH:10]=1. The catalyst class is: 415. (4) Reactant: [H-].[Na+].[CH3:3]N(C)C=O.[Cl:8][C:9]1[NH:13][C:12]2[CH:14]=[CH:15][CH:16]=[CH:17][C:11]=2[N:10]=1.CI. Product: [Cl:8][C:9]1[N:13]([CH3:3])[C:12]2[CH:14]=[CH:15][CH:16]=[CH:17][C:11]=2[N:10]=1. The catalyst class is: 6. (5) Reactant: [CH2:1]([O:3][C:4]1([C:7]2[CH:12]=[CH:11][C:10]([C:13]#[C:14][C:15]3[CH:25]=[CH:24][C:18]([C:19]([O:21]CC)=[O:20])=[CH:17][CH:16]=3)=[CH:9][C:8]=2[CH:26]([CH3:28])[CH3:27])[CH2:6][CH2:5]1)[CH3:2].[OH-].[Na+]. Product: [CH2:1]([O:3][C:4]1([C:7]2[CH:12]=[CH:11][C:10]([C:13]#[C:14][C:15]3[CH:16]=[CH:17][C:18]([C:19]([OH:21])=[O:20])=[CH:24][CH:25]=3)=[CH:9][C:8]=2[CH:26]([CH3:27])[CH3:28])[CH2:6][CH2:5]1)[CH3:2]. The catalyst class is: 199. (6) Reactant: CCN(S(F)(F)[F:7])CC.O[CH2:11][CH:12]([CH3:28])[CH2:13][C@@H:14]1[CH2:18][N:17]([C@H:19]([C:21]2[CH:26]=[CH:25][CH:24]=[CH:23][CH:22]=2)[CH3:20])[C:16](=[O:27])[CH2:15]1. Product: [F:7][CH2:11][CH:12]([CH3:28])[CH2:13][C@@H:14]1[CH2:18][N:17]([C@H:19]([C:21]2[CH:26]=[CH:25][CH:24]=[CH:23][CH:22]=2)[CH3:20])[C:16](=[O:27])[CH2:15]1. The catalyst class is: 2.